From a dataset of Forward reaction prediction with 1.9M reactions from USPTO patents (1976-2016). Predict the product of the given reaction. (1) Given the reactants [NH2:1][C:2]1[CH:3]=[CH:4][C:5]([O:8][C:9](=[O:18])[N:10]([CH3:17])[C:11]2[CH:16]=[CH:15][CH:14]=[CH:13][CH:12]=2)=[N:6][CH:7]=1.[C:19]([N:23]=[C:24]=[O:25])([CH3:22])([CH3:21])[CH3:20].O1CCCC1, predict the reaction product. The product is: [C:19]([NH:23][C:24](=[O:25])[NH:1][C:2]1[CH:3]=[CH:4][C:5]([O:8][C:9](=[O:18])[N:10]([CH3:17])[C:11]2[CH:16]=[CH:15][CH:14]=[CH:13][CH:12]=2)=[N:6][CH:7]=1)([CH3:22])([CH3:21])[CH3:20]. (2) Given the reactants [OH-].[K+].[NH2:3][CH2:4][C:5]([OH:7])=[O:6].O1CCOCC1.[N+:14]([C:17]1[CH:22]=[CH:21][C:20]([N:23]=[C:24]=[O:25])=[CH:19][CH:18]=1)([O-:16])=[O:15], predict the reaction product. The product is: [N+:14]([C:17]1[CH:18]=[CH:19][C:20]([NH:23][C:24]([NH:3][CH2:4][C:5]([OH:7])=[O:6])=[O:25])=[CH:21][CH:22]=1)([O-:16])=[O:15]. (3) The product is: [CH2:5]([O:4][C:1]([CH:2]1[CH2:18][CH2:17][CH:16]=[CH:15][CH:14]1[O:13][C:9](=[O:12])[CH3:10])=[O:3])[CH2:6][CH2:7][CH3:8]. Given the reactants [C:1]([O:4][CH:5]=[CH:6][CH:7]=[CH2:8])(=[O:3])[CH3:2].[C:9]([O:13][CH2:14][CH2:15][CH2:16][CH3:17])(=[O:12])[CH:10]=C.[C:18]1(C)C=CC=CC=1, predict the reaction product. (4) Given the reactants [CH2:1]([O:8][C:9]1[C:16]([F:17])=[CH:15][C:12]([CH:13]=[O:14])=[CH:11][C:10]=1[F:18])[C:2]1[CH:7]=[CH:6][CH:5]=[CH:4][CH:3]=1.[BH4-].[Na+], predict the reaction product. The product is: [CH2:1]([O:8][C:9]1[C:10]([F:18])=[CH:11][C:12]([CH2:13][OH:14])=[CH:15][C:16]=1[F:17])[C:2]1[CH:3]=[CH:4][CH:5]=[CH:6][CH:7]=1. (5) The product is: [NH2:2][CH2:1][CH2:3][N:4]1[CH2:9][CH2:8][N:7]([C:10]([O:12][C:13]([CH3:15])([CH3:14])[CH3:16])=[O:11])[CH2:6][C:5]1=[O:17]. Given the reactants [C:1]([CH2:3][N:4]1[CH2:9][CH2:8][N:7]([C:10]([O:12][C:13]([CH3:16])([CH3:15])[CH3:14])=[O:11])[CH2:6][C:5]1=[O:17])#[N:2], predict the reaction product. (6) Given the reactants FC(F)(F)C(O)=O.[C:8]([C:11]1[CH:16]=[CH:15][C:14]([NH:17][C:18](=[O:48])[C:19]2[CH:24]=[C:23]([F:25])[CH:22]=[CH:21][C:20]=2[NH:26][C:27](=[O:47])[C:28]2[CH:33]=[CH:32][C:31]([N:34]3[CH2:38][CH2:37][CH2:36][CH2:35]3)=[CH:30][C:29]=2[O:39][CH:40]2[CH2:45][CH2:44][N:43]([CH3:46])[CH2:42][CH2:41]2)=[CH:13][CH:12]=1)(=[O:10])[CH3:9].FC1C=CC2N=C(C3C=CC(N4CCCC4)=CC=3OC3CCN(C)CC3)OC(=O)C=2C=1.C(C1C=CC(N)=CC=1)(=O)C, predict the reaction product. The product is: [C:8]([C:11]1[CH:16]=[CH:15][C:14]([NH:17][C:18](=[O:48])[C:19]2[CH:24]=[C:23]([F:25])[CH:22]=[CH:21][C:20]=2[NH:26][C:27](=[O:47])[C:28]2[CH:33]=[CH:32][C:31]([N:34]3[CH2:35][CH2:36][CH2:37][CH2:38]3)=[CH:30][C:29]=2[O:39][CH:40]2[CH2:41][CH2:42][N:43]([CH3:46])[CH2:44][CH2:45]2)=[CH:13][CH:12]=1)(=[O:10])[CH3:9]. (7) Given the reactants [CH2:1]([O:3][C:4]1[CH:25]=[CH:24][CH:23]=[CH:22][C:5]=1[O:6][C@@H:7]1[CH2:12][CH2:11][CH2:10][N:9]([C:13]2[N:18]=[CH:17][C:16]([C:19]([OH:21])=O)=[CH:15][N:14]=2)[CH2:8]1)[CH3:2].[I:26][C:27]1[CH:28]=[C:29]([CH2:33][NH2:34])[CH:30]=[CH:31][CH:32]=1.CN1CCOCC1.CCN=C=NCCCN(C)C.Cl.C1C=CC2N(O)N=NC=2C=1, predict the reaction product. The product is: [CH2:1]([O:3][C:4]1[CH:25]=[CH:24][CH:23]=[CH:22][C:5]=1[O:6][C@@H:7]1[CH2:12][CH2:11][CH2:10][N:9]([C:13]2[N:14]=[CH:15][C:16]([C:19]([NH:34][CH2:33][C:29]3[CH:30]=[CH:31][CH:32]=[C:27]([I:26])[CH:28]=3)=[O:21])=[CH:17][N:18]=2)[CH2:8]1)[CH3:2]. (8) The product is: [N:1]1([C:2]2[CH:3]=[C:4]([OH:8])[CH:5]=[CH:6][CH:7]=2)[CH2:13][CH2:12][CH2:11][CH2:10]1. Given the reactants [NH2:1][C:2]1[CH:3]=[C:4]([OH:8])[CH:5]=[CH:6][CH:7]=1.Br[CH2:10][CH2:11][CH2:12][CH2:13]Br.C(N(CC)CC)C, predict the reaction product. (9) Given the reactants [Si:1]([O:8][C@H:9]1[CH2:18][C:17]([CH3:20])([CH3:19])[CH2:16][C:15]2[N:14]=[C:13]([CH:21]([CH3:23])[CH3:22])[C:12]([CH:24]=[O:25])=[C:11]([I:26])[C:10]1=2)([C:4]([CH3:7])([CH3:6])[CH3:5])([CH3:3])[CH3:2].I[C:28]1[CH:33]=[CH:32][C:31]([O:34][CH:35]([CH3:37])[CH3:36])=[CH:30][CH:29]=1.C(=O)([O-])[O-].[Cs+].[Cs+].[F-].[Cs+].C([Mg]Cl)(C)C.[Cl-].[Li+].C([Mg]Cl)(C)C, predict the reaction product. The product is: [Si:1]([O:8][C@H:9]1[CH2:18][C:17]([CH3:19])([CH3:20])[CH2:16][C:15]2[N:14]=[C:13]([CH:21]([CH3:22])[CH3:23])[C:12]([C@H:24]([C:28]3[CH:33]=[CH:32][C:31]([O:34][CH:35]([CH3:37])[CH3:36])=[CH:30][CH:29]=3)[OH:25])=[C:11]([I:26])[C:10]1=2)([C:4]([CH3:5])([CH3:6])[CH3:7])([CH3:3])[CH3:2].